This data is from Full USPTO retrosynthesis dataset with 1.9M reactions from patents (1976-2016). The task is: Predict the reactants needed to synthesize the given product. (1) The reactants are: [OH:1][CH2:2][CH2:3][N:4]([CH2:27][CH2:28][OH:29])[C:5]1[CH:6]=[CH:7][C:8]([N:17]=[N:18][C:19]2[S:23][N:22]=[C:21]([CH3:24])[C:20]=2[C:25]#[N:26])=[C:9]([NH:11][C:12](=[O:16])[CH2:13][CH2:14][CH3:15])[CH:10]=1.C(=O)([O-])[O-].[K+].[K+].Cl[CH2:37][CH2:38][C:39](Cl)=[O:40].[O:42]1C[CH2:45][CH2:44][CH2:43]1. Given the product [C:12]([NH:11][C:9]1[CH:10]=[C:5]([N:4]([CH2:27][CH2:28][O:29][C:43](=[O:42])[CH:44]=[CH2:45])[CH2:3][CH2:2][O:1][C:39](=[O:40])[CH:38]=[CH2:37])[CH:6]=[CH:7][C:8]=1[N:17]=[N:18][C:19]1[S:23][N:22]=[C:21]([CH3:24])[C:20]=1[C:25]#[N:26])(=[O:16])[CH2:13][CH2:14][CH3:15], predict the reactants needed to synthesize it. (2) Given the product [CH3:7][O:6][C:4](=[O:5])[CH2:3][CH2:2][O:1][C@H:38]1[CH2:39][CH2:40][C@H:41]([N:44]([CH3:58])[S:45]([C:48]2[CH:53]=[CH:52][C:51]([C:54]([F:56])([F:55])[F:57])=[CH:50][CH:49]=2)(=[O:47])=[O:46])[CH2:42][CH2:43]1, predict the reactants needed to synthesize it. The reactants are: [OH:1][CH2:2][CH2:3][C:4]([O:6][CH3:7])=[O:5].C(C1C=CC=C(C(C)(C)C)N=1)(C)(C)C.FC(F)(F)S(OS(C(F)(F)F)(=O)=O)(=O)=O.O[C@H:38]1[CH2:43][CH2:42][C@H:41]([N:44]([CH3:58])[S:45]([C:48]2[CH:53]=[CH:52][C:51]([C:54]([F:57])([F:56])[F:55])=[CH:50][CH:49]=2)(=[O:47])=[O:46])[CH2:40][CH2:39]1. (3) The reactants are: [F:1][C:2]1[CH:3]=[C:4]2[C:9](=[CH:10][C:11]=1[F:12])[NH:8][C:7](=[O:13])[CH:6]=[N:5]2.[H-].[Na+].CS(O[CH2:21][CH2:22][N:23]1[CH2:28][CH2:27][CH:26]([NH:29][C:30]([O:32][C:33]([CH3:36])([CH3:35])[CH3:34])=[O:31])[CH2:25][CH2:24]1)(=O)=O.C(OC(=O)NC1CCN(CCN2C3C(=CC=C(OC)C=3)C=CC2=O)CC1)(C)(C)C. Given the product [C:33]([O:32][C:30](=[O:31])[NH:29][CH:26]1[CH2:27][CH2:28][N:23]([CH2:22][CH2:21][N:8]2[C:9]3[C:4](=[CH:3][C:2]([F:1])=[C:11]([F:12])[CH:10]=3)[N:5]=[CH:6][C:7]2=[O:13])[CH2:24][CH2:25]1)([CH3:36])([CH3:35])[CH3:34], predict the reactants needed to synthesize it. (4) Given the product [CH2:17]([O:16][C:13]1[CH:14]=[CH:15][C:10]([C:7]2[S:6][C:5]([C:3]([OH:4])=[O:2])=[CH:9][CH:8]=2)=[CH:11][CH:12]=1)[C:18]1[CH:19]=[CH:20][CH:21]=[CH:22][CH:23]=1, predict the reactants needed to synthesize it. The reactants are: C[O:2][C:3]([C:5]1[S:6][C:7]([C:10]2[CH:15]=[CH:14][C:13]([O:16][CH2:17][C:18]3[CH:23]=[CH:22][CH:21]=[CH:20][CH:19]=3)=[CH:12][CH:11]=2)=[CH:8][CH:9]=1)=[O:4].O.[OH-].[Li+]. (5) Given the product [NH2:5][CH2:31][C:15]1[CH:14]=[C:13]([Cl:12])[CH:18]=[CH:17][C:16]=1[CH:19]1[CH2:22][CH2:21][N:20]1[C:23]([O:25][CH2:26][C:27]([Cl:30])([Cl:29])[Cl:28])=[O:24], predict the reactants needed to synthesize it. The reactants are: C1CCN2C(=[N:5]CCC2)CC1.[Cl:12][C:13]1[CH:18]=[CH:17][C:16]([CH:19]2[CH2:22][CH2:21][N:20]2[C:23]([O:25][CH2:26][C:27]([Cl:30])([Cl:29])[Cl:28])=[O:24])=[C:15]([CH2:31]O)[CH:14]=1.C1C=CC(P(N=[N+]=[N-])(C2C=CC=CC=2)=O)=CC=1.C1(P(C2C=CC=CC=2)C2C=CC=CC=2)C=CC=CC=1.[OH-].[Na+]. (6) Given the product [C:1]([CH:5]([N:13]([C:34](=[O:35])[C:33]1[CH:37]=[C:38]([O:41][CH3:42])[C:39]([CH3:40])=[C:31]([O:30][CH3:29])[CH:32]=1)[NH:14][C:15]([C:17]1[CH:26]=[CH:25][C:20]2[O:21][CH2:22][CH2:23][O:24][C:19]=2[C:18]=1[CH2:27][CH3:28])=[O:16])[CH:6]=[C:7]([CH3:12])[C:8]([CH3:11])([CH3:10])[CH3:9])([CH3:2])([CH3:3])[CH3:4], predict the reactants needed to synthesize it. The reactants are: [C:1]([CH:5]([NH:13][NH:14][C:15]([C:17]1[CH:26]=[CH:25][C:20]2[O:21][CH2:22][CH2:23][O:24][C:19]=2[C:18]=1[CH2:27][CH3:28])=[O:16])[CH:6]=[C:7]([CH3:12])[C:8]([CH3:11])([CH3:10])[CH3:9])([CH3:4])([CH3:3])[CH3:2].[CH3:29][O:30][C:31]1[CH:32]=[C:33]([CH:37]=[C:38]([O:41][CH3:42])[C:39]=1[CH3:40])[C:34](Cl)=[O:35].C([O-])([O-])=O.[K+].[K+]. (7) Given the product [N:1]1([CH2:7][CH2:8][O:9][C:10]2[CH:11]=[C:12]3[C:17](=[CH:18][CH:19]=2)[CH:16]=[C:15]([C:20]2[C:28]4[C:23](=[CH:24][CH:25]=[C:26]([C:29]5[N:33]=[CH:32][NH:31][N:30]=5)[CH:27]=4)[NH:22][N:21]=2)[CH:14]=[CH:13]3)[CH2:2][CH2:3][CH2:4][CH2:5][CH2:6]1, predict the reactants needed to synthesize it. The reactants are: [N:1]1([CH2:7][CH2:8][O:9][C:10]2[CH:11]=[C:12]3[C:17](=[CH:18][CH:19]=2)[CH:16]=[C:15]([C:20]2[C:28]4[C:23](=[CH:24][CH:25]=[C:26]([C:29]5[N:33]=[C:32](C(C6C=CC=CC=6)(C6C=CC=CC=6)C6C=CC=CC=6)[NH:31][N:30]=5)[CH:27]=4)[N:22](C4CCCCO4)[N:21]=2)[CH:14]=[CH:13]3)[CH2:6][CH2:5][CH2:4][CH2:3][CH2:2]1.Cl.